Task: Predict the product of the given reaction.. Dataset: Forward reaction prediction with 1.9M reactions from USPTO patents (1976-2016) (1) Given the reactants [N+:1]([C:4]1[CH:12]=[C:11]2[C:7]([CH2:8][O:9][C:10]2=[O:13])=[CH:6][CH:5]=1)([O-])=O, predict the reaction product. The product is: [NH2:1][C:4]1[CH:12]=[C:11]2[C:7]([CH2:8][O:9][C:10]2=[O:13])=[CH:6][CH:5]=1. (2) Given the reactants C(=O)([O-])[O-].[Na+].[Na+].Br[C:8]1[C:13]2=[N:14][S:15](=[O:19])(=[O:18])[CH2:16][CH2:17][N:12]2[CH:11]=[CH:10][CH:9]=1.[C:20]1([C:29]2[CH:34]=[CH:33][CH:32]=[CH:31][CH:30]=2)[CH:25]=[CH:24][C:23](B(O)O)=[CH:22][CH:21]=1.O, predict the reaction product. The product is: [C:20]1([C:29]2[CH:30]=[CH:31][CH:32]=[CH:33][CH:34]=2)[CH:25]=[CH:24][C:23]([C:8]2[C:13]3=[N:14][S:15](=[O:19])(=[O:18])[CH2:16][CH2:17][N:12]3[CH:11]=[CH:10][CH:9]=2)=[CH:22][CH:21]=1.